Dataset: Peptide-MHC class I binding affinity with 185,985 pairs from IEDB/IMGT. Task: Regression. Given a peptide amino acid sequence and an MHC pseudo amino acid sequence, predict their binding affinity value. This is MHC class I binding data. (1) The peptide sequence is EEEMFKKRNL. The MHC is HLA-B44:03 with pseudo-sequence HLA-B44:03. The binding affinity (normalized) is 0.380. (2) The binding affinity (normalized) is 0.466. The peptide sequence is NRAKQVIKL. The MHC is HLA-B27:05 with pseudo-sequence HLA-B27:05. (3) The peptide sequence is WLSVIWMMWY. The MHC is HLA-A68:02 with pseudo-sequence HLA-A68:02. The binding affinity (normalized) is 0. (4) The MHC is HLA-A01:01 with pseudo-sequence HLA-A01:01. The peptide sequence is AYSNRNRFL. The binding affinity (normalized) is 0. (5) The peptide sequence is YSQTMLLKDL. The MHC is H-2-Db with pseudo-sequence H-2-Db. The binding affinity (normalized) is 0.